Task: Predict the product of the given reaction.. Dataset: Forward reaction prediction with 1.9M reactions from USPTO patents (1976-2016) (1) Given the reactants [H-].C([Al+]CC(C)C)C(C)C.[CH2:11]([O:18][C:19]([NH:21][C:22]1[CH:27]=[CH:26][C:25](/[CH:28]=[CH:29]/[C:30](OC)=[O:31])=[C:24]([F:34])[CH:23]=1)=[O:20])[C:12]1[CH:17]=[CH:16][CH:15]=[CH:14][CH:13]=1.C(O)(=O)CC(CC(O)=O)(C(O)=O)O.C(OCC)(=O)C, predict the reaction product. The product is: [F:34][C:24]1[CH:23]=[C:22]([NH:21][C:19](=[O:20])[O:18][CH2:11][C:12]2[CH:17]=[CH:16][CH:15]=[CH:14][CH:13]=2)[CH:27]=[CH:26][C:25]=1/[CH:28]=[CH:29]/[CH2:30][OH:31]. (2) Given the reactants [Br:1][CH:2]1[CH2:23][CH2:22][C:5]2=[CH:6][C:7]3[C:8]4[CH:17]=[CH:16][C:15]([C:18](=[O:21])[CH2:19]Br)=[CH:14][C:9]=4[CH2:10][O:11][C:12]=3[CH:13]=[C:4]2[C:3]1=[O:24].[C:25]([O:29][C:30]([N:32]1[C@@H:36]([CH3:37])[CH2:35][CH2:34][C@H:33]1[C:38]([OH:40])=[O:39])=[O:31])([CH3:28])([CH3:27])[CH3:26].C([O-])([O-])=O.[K+].[K+], predict the reaction product. The product is: [CH3:37][C@@H:36]1[N:32]([C:30]([O:29][C:25]([CH3:26])([CH3:27])[CH3:28])=[O:31])[C@H:33]([C:38]([O:40][CH2:19][C:18]([C:15]2[CH:16]=[CH:17][C:8]3[C:7]4[CH:6]=[C:5]5[CH2:22][CH2:23][CH:2]([Br:1])[C:3](=[O:24])[C:4]5=[CH:13][C:12]=4[O:11][CH2:10][C:9]=3[CH:14]=2)=[O:21])=[O:39])[CH2:34][CH2:35]1. (3) Given the reactants [N:1]1[CH:6]=[CH:5][N:4]=[CH:3][C:2]=1[C:7]([OH:9])=O.C(Cl)(=O)C(Cl)=O.Cl.[CH3:17][NH:18][O:19][CH3:20].C(N(CC)CC)C, predict the reaction product. The product is: [CH3:20][O:19][N:18]([CH3:17])[C:7]([C:2]1[CH:3]=[N:4][CH:5]=[CH:6][N:1]=1)=[O:9]. (4) Given the reactants [NH2:1][C:2]1[CH:3]=[C:4]2[C:9](=[C:10]([Cl:12])[CH:11]=1)[N:8]=[CH:7][C:6]([C:13]#[N:14])=[C:5]2[NH:15][C:16]1[CH:21]=[CH:20][C:19]([F:22])=[C:18]([Cl:23])[CH:17]=1.[N:24]1[N:25]2[CH2:33][CH2:32][CH2:31][C:26]2=[CH:27][C:28]=1[CH:29]=O.[BH3-]C#N.[Na+], predict the reaction product. The product is: [Cl:12][C:10]1[CH:11]=[C:2]([NH:1][CH2:29][C:28]2[CH:27]=[C:26]3[CH2:31][CH2:32][CH2:33][N:25]3[N:24]=2)[CH:3]=[C:4]2[C:9]=1[N:8]=[CH:7][C:6]([C:13]#[N:14])=[C:5]2[NH:15][C:16]1[CH:21]=[CH:20][C:19]([F:22])=[C:18]([Cl:23])[CH:17]=1. (5) Given the reactants [Cl:1][C:2]1[CH:7]=[C:6]([F:8])[CH:5]=[CH:4][C:3]=1[N:9]([CH2:24][O:25][C:26]([N:28]1[CH2:35][CH2:34][CH2:33][C@H:29]1[C:30]([OH:32])=[O:31])=[O:27])[S:10]([CH:13]1[CH2:18][CH2:17][CH2:16][CH:15]=[C:14]1[C:19]([O:21][CH2:22][CH3:23])=[O:20])(=[O:12])=[O:11].C(O)C.C(=O)([O-])[O-].[Na+:43].[Na+], predict the reaction product. The product is: [Cl:1][C:2]1[CH:7]=[C:6]([F:8])[CH:5]=[CH:4][C:3]=1[N:9]([CH2:24][O:25][C:26]([N:28]1[CH2:35][CH2:34][CH2:33][C@H:29]1[C:30]([O-:32])=[O:31])=[O:27])[S:10]([CH:13]1[CH2:18][CH2:17][CH2:16][CH:15]=[C:14]1[C:19]([O:21][CH2:22][CH3:23])=[O:20])(=[O:11])=[O:12].[Na+:43].